From a dataset of Forward reaction prediction with 1.9M reactions from USPTO patents (1976-2016). Predict the product of the given reaction. (1) The product is: [Cl:12][C:10]1[CH:11]=[C:2]([NH:1][CH2:33][C:28]2[C:27]([CH3:35])=[C:26]([O:25][CH3:24])[C:31]([CH3:32])=[CH:30][N:29]=2)[CH:3]=[C:4]2[C:9]=1[N:8]=[CH:7][C:6]([C:13]#[N:14])=[C:5]2[NH:15][C:16]1[CH:21]=[CH:20][C:19]([F:22])=[C:18]([Cl:23])[CH:17]=1. Given the reactants [NH2:1][C:2]1[CH:3]=[C:4]2[C:9](=[C:10]([Cl:12])[CH:11]=1)[N:8]=[CH:7][C:6]([C:13]#[N:14])=[C:5]2[NH:15][C:16]1[CH:21]=[CH:20][C:19]([F:22])=[C:18]([Cl:23])[CH:17]=1.[CH3:24][O:25][C:26]1[C:31]([CH3:32])=[CH:30][N:29]=[C:28]([CH:33]=O)[C:27]=1[CH3:35].[BH3-]C#N.[Na+], predict the reaction product. (2) The product is: [C:23]([Si:20]([CH3:22])([CH3:21])[O:31][CH2:30][C:2]1[CH:7]=[CH:6][C:5]([CH:8]=[CH:9][C:10](=[O:12])[CH3:11])=[CH:4][C:3]=1[O:13][CH3:14])([CH3:26])([CH3:25])[CH3:24]. Given the reactants O[C:2]1[CH:7]=[CH:6][C:5]([CH:8]=[CH:9][C:10](=[O:12])[CH3:11])=[CH:4][C:3]=1[O:13][CH3:14].N1C=CN=C1.[Si:20](Cl)([C:23]([CH3:26])([CH3:25])[CH3:24])([CH3:22])[CH3:21].CN(C)[CH:30]=[O:31], predict the reaction product. (3) Given the reactants [CH3:1][O:2][C:3]1[CH:4]=[C:5]([C:9](=[O:13])[CH2:10][C:11]#[N:12])[CH:6]=[CH:7][CH:8]=1.[NH2:14][C:15]1[CH:20]=[CH:19][CH:18]=[CH:17][CH:16]=1, predict the reaction product. The product is: [CH3:1][O:2][C:3]1[CH:4]=[C:5]([C:9](=[O:13])[CH2:10][C:11](=[NH:12])[NH:14][C:15]2[CH:20]=[CH:19][CH:18]=[CH:17][CH:16]=2)[CH:6]=[CH:7][CH:8]=1. (4) Given the reactants [CH3:1][C@:2]1([NH:20][C:21](=[O:27])[O:22][C:23]([CH3:26])([CH3:25])[CH3:24])[CH2:6][CH2:5][N:4]([C@@H:7]([C:12]2[CH:13]=[N:14][C:15]([NH:18][NH2:19])=[CH:16][CH:17]=2)[C:8]([F:11])([F:10])[F:9])[CH2:3]1.[CH3:28][O:29][CH2:30][CH2:31][O:32][C:33]1[CH:42]=[C:41]2[C:36]([CH:37]=[CH:38][C:39]([CH:43]=O)=[N:40]2)=[CH:35][CH:34]=1.C(O)(=O)C.C(O)(=O)C.I(C1C=CC=CC=1)=O, predict the reaction product. The product is: [CH3:1][C@:2]1([NH:20][C:21](=[O:27])[O:22][C:23]([CH3:26])([CH3:25])[CH3:24])[CH2:6][CH2:5][N:4]([C@@H:7]([C:12]2[CH:17]=[CH:16][C:15]3[N:14]([C:43]([C:39]4[CH:38]=[CH:37][C:36]5[C:41](=[CH:42][C:33]([O:32][CH2:31][CH2:30][O:29][CH3:28])=[CH:34][CH:35]=5)[N:40]=4)=[N:19][N:18]=3)[CH:13]=2)[C:8]([F:9])([F:10])[F:11])[CH2:3]1. (5) The product is: [CH3:40][O:41][C:42]1[CH:50]=[CH:49][C:45]([C:46]([O:1][CH:2]2[CH2:20][CH:19]3[N:4]([C:5](=[O:39])[CH:6]([NH:31][C:32]([O:34][C:35]([CH3:36])([CH3:38])[CH3:37])=[O:33])[CH2:7][CH2:8][CH2:9][CH2:10][CH2:11][CH:12]=[CH:13][CH:14]4[C:16]([C:22]([NH:24][S:25]([CH:28]5[CH2:30][CH2:29]5)(=[O:27])=[O:26])=[O:23])([NH:17][C:18]3=[O:21])[CH2:15]4)[CH2:3]2)=[O:47])=[CH:44][CH:43]=1. Given the reactants [OH:1][CH:2]1[CH2:20][CH:19]2[N:4]([C:5](=[O:39])[CH:6]([NH:31][C:32]([O:34][C:35]([CH3:38])([CH3:37])[CH3:36])=[O:33])[CH2:7][CH2:8][CH2:9][CH2:10][CH2:11][CH:12]=[CH:13][CH:14]3[C:16]([C:22]([NH:24][S:25]([CH:28]4[CH2:30][CH2:29]4)(=[O:27])=[O:26])=[O:23])([NH:17][C:18]2=[O:21])[CH2:15]3)[CH2:3]1.[CH3:40][O:41][C:42]1[CH:50]=[CH:49][C:45]([C:46](Cl)=[O:47])=[CH:44][CH:43]=1, predict the reaction product. (6) Given the reactants [Cl-].Cl[CH2:3][CH2:4][NH3+:5].[CH3:6][C:7]1[CH:12]=[C:11]([N+:13]([O-:15])=[O:14])[CH:10]=[CH:9][C:8]=1[N:16]=[C:17]=[S:18], predict the reaction product. The product is: [CH3:6][C:7]1[CH:12]=[C:11]([N+:13]([O-:15])=[O:14])[CH:10]=[CH:9][C:8]=1[N:16]=[C:17]1[NH:5][CH2:4][CH2:3][S:18]1. (7) Given the reactants [Cl:1][C:2]1[C:7]([C:8]2[CH:13]=[CH:12][CH:11]=[CH:10][CH:9]=2)=[N:6][N:5]=[C:4]2[N:14]([CH2:23][C:24]([OH:26])=O)[N:15]=[C:16]([C:17]3[CH:22]=[CH:21][CH:20]=[CH:19][CH:18]=3)[C:3]=12.Cl.C([N:30]1[CH:34]=[CH:33][N:32]=[CH:31]1)([N:30]1[CH:34]=[CH:33][N:32]=[CH:31]1)=O, predict the reaction product. The product is: [Cl:1][C:2]1[C:7]([C:8]2[CH:9]=[CH:10][CH:11]=[CH:12][CH:13]=2)=[N:6][N:5]=[C:4]2[N:14]([CH2:23][C:24]([N:32]([CH2:33][C:34]#[N:30])[CH3:31])=[O:26])[N:15]=[C:16]([C:17]3[CH:18]=[CH:19][CH:20]=[CH:21][CH:22]=3)[C:3]=12. (8) Given the reactants [Cl:1][C:2]1[C:3]([C:23]([F:26])([F:25])[F:24])=[CH:4][C:5]2[N:9]=[C:8]([CH:10]([OH:12])[CH3:11])[N:7]([C:13]3[CH:18]=[CH:17][C:16]([CH2:19][CH2:20][Cl:21])=[CH:15][CH:14]=3)[C:6]=2[CH:22]=1, predict the reaction product. The product is: [Cl:1][C:2]1[C:3]([C:23]([F:25])([F:24])[F:26])=[CH:4][C:5]2[N:9]=[C:8]([C:10](=[O:12])[CH3:11])[N:7]([C:13]3[CH:14]=[CH:15][C:16]([CH2:19][CH2:20][Cl:21])=[CH:17][CH:18]=3)[C:6]=2[CH:22]=1. (9) Given the reactants I[C:2]1[CH:7]=[C:6]([N:8]([CH3:10])[CH3:9])[CH:5]=[CH:4][N:3]=1.[F:11][C:12]1[CH:13]=[C:14](B(O)O)[CH:15]=[C:16]([F:18])[CH:17]=1.C([O-])([O-])=O.[K+].[K+], predict the reaction product. The product is: [F:11][C:12]1[CH:13]=[C:14]([C:2]2[CH:7]=[C:6]([N:8]([CH3:10])[CH3:9])[CH:5]=[CH:4][N:3]=2)[CH:15]=[C:16]([F:18])[CH:17]=1. (10) The product is: [Br:16][C:15]1[S:14][C:13]([S:17](=[O:19])(=[O:18])[NH:36][CH2:35][CH2:34][N:28]2[CH2:33][CH2:32][CH2:31][CH2:30][CH2:29]2)=[CH:12][C:11]=1[C:7]1[S:6][C:5]([NH:4][C:1](=[O:3])[CH3:2])=[N:9][C:8]=1[CH3:10]. Given the reactants [C:1]([NH:4][C:5]1[S:6][C:7]([C:11]2[CH:12]=[C:13]([S:17](Cl)(=[O:19])=[O:18])[S:14][C:15]=2[Br:16])=[C:8]([CH3:10])[N:9]=1)(=[O:3])[CH3:2].C(N(CC)CC)C.[N:28]1([CH2:34][CH2:35][NH2:36])[CH2:33][CH2:32][CH2:31][CH2:30][CH2:29]1, predict the reaction product.